Predict which catalyst facilitates the given reaction. From a dataset of Catalyst prediction with 721,799 reactions and 888 catalyst types from USPTO. (1) The catalyst class is: 191. Product: [ClH:47].[CH3:46][N:2]([CH3:1])[CH2:3][C:4]([O:6][C@H:7]([CH3:45])[CH2:8][N:9]1[C:13]([CH3:14])=[C:12]([C:15](=[O:37])[NH:16][C:17]2[CH:22]=[CH:21][C:20]([O:23][C:24]3[C:33]4[C:28](=[CH:29][C:30]([O:34][CH3:35])=[CH:31][CH:32]=4)[N:27]=[CH:26][CH:25]=3)=[C:19]([F:36])[CH:18]=2)[C:11](=[O:38])[N:10]1[C:39]1[CH:40]=[CH:41][CH:42]=[CH:43][CH:44]=1)=[O:5]. Reactant: [CH3:1][N:2]([CH3:46])[CH2:3][C:4]([O:6][C@H:7]([CH3:45])[CH2:8][N:9]1[C:13]([CH3:14])=[C:12]([C:15](=[O:37])[NH:16][C:17]2[CH:22]=[CH:21][C:20]([O:23][C:24]3[C:33]4[C:28](=[CH:29][C:30]([O:34][CH3:35])=[CH:31][CH:32]=4)[N:27]=[CH:26][CH:25]=3)=[C:19]([F:36])[CH:18]=2)[C:11](=[O:38])[N:10]1[C:39]1[CH:44]=[CH:43][CH:42]=[CH:41][CH:40]=1)=[O:5].[ClH:47]. (2) Reactant: ClCCl.[CH:4]1([NH:9][C:10]([C:12]2[CH:53]=[CH:52][C:15]3[N:16]([CH:38]4[CH2:43][CH2:42][CH:41]([O:44][Si:45]([C:48]([CH3:51])([CH3:50])[CH3:49])([CH3:47])[CH3:46])[CH2:40][CH2:39]4)[C:17]([NH:19][C:20]4[C:28]5[C:23](=[CH:24][CH:25]=[C:26](Br)[CH:27]=5)[N:22]([CH2:30][O:31][CH2:32][CH2:33][Si:34]([CH3:37])([CH3:36])[CH3:35])[N:21]=4)=[N:18][C:14]=3[CH:13]=2)=[O:11])[CH2:8][CH2:7][CH2:6][CH2:5]1.[CH3:54][O:55][C:56]1[CH:61]=[CH:60][CH:59]=[CH:58][C:57]=1B(O)O.C(=O)([O-])[O-].[Na+].[Na+]. Product: [Si:45]([O:44][CH:41]1[CH2:40][CH2:39][CH:38]([N:16]2[C:15]3[CH:52]=[CH:53][C:12]([C:10]([NH:9][CH:4]4[CH2:5][CH2:6][CH2:7][CH2:8]4)=[O:11])=[CH:13][C:14]=3[N:18]=[C:17]2[NH:19][C:20]2[C:28]3[C:23](=[CH:24][CH:25]=[C:26]([C:57]4[CH:58]=[CH:59][CH:60]=[CH:61][C:56]=4[O:55][CH3:54])[CH:27]=3)[N:22]([CH2:30][O:31][CH2:32][CH2:33][Si:34]([CH3:36])([CH3:37])[CH3:35])[N:21]=2)[CH2:43][CH2:42]1)([C:48]([CH3:49])([CH3:50])[CH3:51])([CH3:47])[CH3:46]. The catalyst class is: 38. (3) Reactant: C1C(=O)N([Br:8])C(=O)C1.S(C)C.[O:12]=[C:13]1[CH:18]=[CH:17][CH:16]=[CH:15][N:14]1[C:19]1[CH:39]=[CH:38][C:22]([CH2:23]N2C(CC3C=CC(C#N)=CC=3)=CN=C2)=[CH:21][CH:20]=1. Product: [O:12]=[C:13]1[CH:18]=[CH:17][CH:16]=[CH:15][N:14]1[C:19]1[CH:39]=[CH:38][C:22]([CH2:23][Br:8])=[CH:21][CH:20]=1. The catalyst class is: 2. (4) Reactant: [CH:1]([O:4][C:5]1[CH:6]=[C:7]([CH:11]=[C:12]([O:14][C@@H:15](C)[CH2:16][C:17]2[CH:22]=[CH:21][CH:20]=[CH:19]C=2)[CH:13]=1)[C:8]([OH:10])=[O:9])([CH3:3])[CH3:2].[C:24](=O)([O-])[O-].[K+].[K+].C(Br)C1C=CC=CC=1. Product: [CH2:15]([O:14][C:12]1[CH:11]=[C:7]([CH:6]=[C:5]([O:4][CH:1]([CH3:2])[CH3:3])[CH:13]=1)[C:8]([O:10][CH3:24])=[O:9])[C:16]1[CH:17]=[CH:22][CH:21]=[CH:20][CH:19]=1. The catalyst class is: 3. (5) Reactant: [CH2:1]([O:8][C:9]([N:11]1[CH2:16][CH2:15][N:14]([C:17]([C:19]2[N:20]=[CH:21][N:22]([C@@H:30]3[CH2:35][CH2:34][CH2:33][CH2:32][C@@:31]3([OH:39])[CH2:36][O:37][CH3:38])[C:23]=2[C:24]2[CH:29]=[CH:28][CH:27]=[CH:26][CH:25]=2)=[O:18])[C@H:13]([CH2:40][CH2:41][O:42][C:43]2[CH:51]=[CH:50][C:46]([C:47]([OH:49])=O)=[CH:45][CH:44]=2)[CH2:12]1)=[O:10])[C:2]1[CH:7]=[CH:6][CH:5]=[CH:4][CH:3]=1.[CH:52]1([NH2:55])[CH2:54][CH2:53]1.CCN=C=NCCCN(C)C.Cl.C1C=CC2N(O)N=NC=2C=1.C(=O)([O-])O.[Na+]. Product: [CH:52]1([NH:55][C:47]([C:46]2[CH:50]=[CH:51][C:43]([O:42][CH2:41][CH2:40][C@H:13]3[N:14]([C:17]([C:19]4[N:20]=[CH:21][N:22]([C@@H:30]5[CH2:35][CH2:34][CH2:33][CH2:32][C@@:31]5([OH:39])[CH2:36][O:37][CH3:38])[C:23]=4[C:24]4[CH:29]=[CH:28][CH:27]=[CH:26][CH:25]=4)=[O:18])[CH2:15][CH2:16][N:11]([C:9]([O:8][CH2:1][C:2]4[CH:7]=[CH:6][CH:5]=[CH:4][CH:3]=4)=[O:10])[CH2:12]3)=[CH:44][CH:45]=2)=[O:49])[CH2:54][CH2:53]1. The catalyst class is: 3. (6) Reactant: [F:1][C:2]1[CH:10]=[C:9]2[C:5]([CH:6]=[C:7]([CH3:11])[NH:8]2)=[CH:4][CH:3]=1.C([BH3-])#N.[Na+]. Product: [F:1][C:2]1[CH:10]=[C:9]2[C:5]([CH2:6][CH:7]([CH3:11])[NH:8]2)=[CH:4][CH:3]=1. The catalyst class is: 15. (7) Reactant: [OH:1][C:2]1[CH:3]=[C:4]([CH:9]=[CH:10][C:11]=1[N+:12]([O-:14])=[O:13])[C:5]([O:7][CH3:8])=[O:6].C([O-])([O-])=O.[K+].[K+].I[CH:22]([F:24])[F:23].O. Product: [F:23][CH:22]([F:24])[O:1][C:2]1[CH:3]=[C:4]([CH:9]=[CH:10][C:11]=1[N+:12]([O-:14])=[O:13])[C:5]([O:7][CH3:8])=[O:6]. The catalyst class is: 3. (8) Reactant: [CH3:1][C:2](=[O:23])[C@@H:3]1[C@:20]2([CH3:21])[C@H:6]([C@H:7]3[C@H:17]([CH2:18][CH2:19]2)[C@:15]2([CH3:16])[C@H:10]([CH2:11][C:12](=[O:22])[CH2:13][CH2:14]2)[CH2:9][CH2:8]3)[CH2:5][CH2:4]1.[CH3:24][Mg]Cl. Product: [CH3:1][C:2]([C@@H:3]1[C@@:20]2([CH3:21])[CH2:19][CH2:18][C@@H:17]3[C@@:15]4([CH3:16])[CH2:14][CH2:13][C@:12]([OH:22])([CH3:24])[CH2:11][C@@H:10]4[CH2:9][CH2:8][C@H:7]3[C@@H:6]2[CH2:5][CH2:4]1)=[O:23]. The catalyst class is: 7.